This data is from Full USPTO retrosynthesis dataset with 1.9M reactions from patents (1976-2016). The task is: Predict the reactants needed to synthesize the given product. (1) Given the product [CH3:1][O:2][C:3](=[O:29])[C:4]1[CH:9]=[CH:8][C:7]([CH3:10])=[C:6]([N:11]2[C:16]([CH3:17])=[CH:15][C:14]([CH2:18][O:19][C:20]3[CH:25]=[CH:24][C:23]([F:26])=[CH:22][C:21]=3[F:27])=[C:13]([Br:30])[C:12]2=[O:28])[CH:5]=1, predict the reactants needed to synthesize it. The reactants are: [CH3:1][O:2][C:3](=[O:29])[C:4]1[CH:9]=[CH:8][C:7]([CH3:10])=[C:6]([N:11]2[C:16]([CH3:17])=[CH:15][C:14]([CH2:18][O:19][C:20]3[CH:25]=[CH:24][C:23]([F:26])=[CH:22][C:21]=3[F:27])=[CH:13][C:12]2=[O:28])[CH:5]=1.[Br:30]Br. (2) Given the product [NH2:5][C:6]1[CH:11]=[CH:10][C:9]([CH2:12][C:13]([O:15][CH2:17][CH3:18])=[O:14])=[C:8]([F:16])[CH:7]=1, predict the reactants needed to synthesize it. The reactants are: S(Cl)(Cl)=O.[NH2:5][C:6]1[CH:11]=[CH:10][C:9]([CH2:12][C:13]([OH:15])=[O:14])=[C:8]([F:16])[CH:7]=1.[CH2:17](O)[CH3:18]. (3) Given the product [CH:13]([NH:1][CH2:2][CH2:3][CH2:4][CH2:5][CH2:6][CH2:7][CH2:8][CH2:9][CH2:10][CH:11]=[CH2:12])=[O:14], predict the reactants needed to synthesize it. The reactants are: [NH2:1][CH2:2][CH2:3][CH2:4][CH2:5][CH2:6][CH2:7][CH2:8][CH2:9][CH2:10][CH:11]=[CH2:12].[CH:13](OCC)=[O:14]. (4) Given the product [Cl:1][C:2]1[CH:3]=[CH:4][C:5]([C:8]2[N:9]=[C:10]([CH2:26][N:27]3[N:31]=[N:30][CH:29]=[N:28]3)[C:11]([C:21]([OH:23])=[O:22])=[N:12][C:13]=2[C:14]2[CH:15]=[CH:16][C:17]([Cl:20])=[CH:18][CH:19]=2)=[CH:6][CH:7]=1, predict the reactants needed to synthesize it. The reactants are: [Cl:1][C:2]1[CH:7]=[CH:6][C:5]([C:8]2[N:9]=[C:10]([CH2:26][N:27]3[N:31]=[N:30][CH:29]=[N:28]3)[C:11]([C:21]([O:23]CC)=[O:22])=[N:12][C:13]=2[C:14]2[CH:19]=[CH:18][C:17]([Cl:20])=[CH:16][CH:15]=2)=[CH:4][CH:3]=1.[OH-].[Li+]. (5) Given the product [CH:32]1([CH2:35][O:36][CH2:37][CH:38]2[CH2:43][CH2:42][N:41]([C:19]3[O:18][N:17]=[C:16]([C:11]4[N:10]=[C:9]([N:8]([CH3:7])[C:25]5[CH:30]=[CH:29][CH:28]=[CH:27][CH:26]=5)[N:14]=[C:13]([NH2:15])[N:12]=4)[N:20]=3)[CH2:40][CH2:39]2)[CH2:33][CH2:34]1, predict the reactants needed to synthesize it. The reactants are: C(=O)([O-])[O-].[K+].[K+].[CH3:7][N:8]([C:25]1[CH:30]=[CH:29][CH:28]=[CH:27][CH:26]=1)[C:9]1[N:14]=[C:13]([NH2:15])[N:12]=[C:11]([C:16]2[N:20]=[C:19](C(Cl)(Cl)Cl)[O:18][N:17]=2)[N:10]=1.Cl.[CH:32]1([CH2:35][O:36][CH2:37][CH:38]2[CH2:43][CH2:42][NH:41][CH2:40][CH2:39]2)[CH2:34][CH2:33]1. (6) Given the product [F:1][C:2]1[CH:3]=[C:4]2[C:8](=[CH:9][C:10]=1[NH:11][C:20]([CH:22]([O:24][C:25](=[O:27])[CH3:26])[CH3:23])=[O:21])[NH:7][C:6](=[O:12])[CH2:5]2, predict the reactants needed to synthesize it. The reactants are: [F:1][C:2]1[CH:3]=[C:4]2[C:8](=[CH:9][C:10]=1[NH2:11])[NH:7][C:6](=[O:12])[CH2:5]2.N1CCCCC1.Cl[C:20]([C@@H:22]([O:24][C:25](=[O:27])[CH3:26])[CH3:23])=[O:21]. (7) Given the product [F:14][C:15]1[C:23]2[N:22]=[C:21]([O:24][C@H:25]3[CH2:34][O:33][C@H:32]([CH2:31][OH:30])[C@@H:27]([OH:28])[CH2:26]3)[NH:20][C:19]=2[CH:18]=[C:17]([F:49])[C:16]=1[C:50]1[CH:55]=[CH:54][C:53]([C:2]2[CH:7]=[CH:6][C:5]([C:8]3[N:12]=[C:11]([CH3:13])[O:10][N:9]=3)=[CH:4][CH:3]=2)=[CH:52][CH:51]=1, predict the reactants needed to synthesize it. The reactants are: Br[C:2]1[CH:7]=[CH:6][C:5]([C:8]2[N:12]=[C:11]([CH3:13])[O:10][N:9]=2)=[CH:4][CH:3]=1.[F:14][C:15]1[C:23]2[N:22]=[C:21]([O:24][C@H:25]3[CH2:34][O:33][C@H:32]4[C@@H:27]([O:28]C(C5C=CC=CC=5)[O:30][CH2:31]4)[CH2:26]3)[N:20](COCC[Si](C)(C)C)[C:19]=2[CH:18]=[C:17]([F:49])[C:16]=1[C:50]1[CH:55]=[CH:54][C:53](B2OC(C)(C)C(C)(C)O2)=[CH:52][CH:51]=1.[O-]P([O-])([O-])=O.[K+].[K+].[K+]. (8) Given the product [Cl:21][C:22]1[CH:23]=[C:24]([C:29](=[O:30])[C:5]2[CH:4]=[C:3]([O:2][CH3:1])[CH:8]=[CH:7][C:6]=2[CH:9]=[O:37])[C:25]([NH:26][C:27](=[O:28])[CH3:31])=[N:32][CH:33]=1, predict the reactants needed to synthesize it. The reactants are: [CH3:1][O:2][C:3]1[CH:8]=[CH:7][C:6]([CH:9]2N(C)CCN2C)=[CH:5][CH:4]=1.[Li]C(C)(C)C.[Cl:21][C:22]1[CH:33]=[N:32][C:25]2[N:26]=[C:27]([CH3:31])[O:28][C:29](=[O:30])[C:24]=2[CH:23]=1.Cl.CC[O:37]CC.